Dataset: Full USPTO retrosynthesis dataset with 1.9M reactions from patents (1976-2016). Task: Predict the reactants needed to synthesize the given product. (1) Given the product [CH3:24][NH:23][C:12]1[N:11]=[C:10]([C:8]2[CH:9]=[C:2]3[C:3]([C:4]([NH2:5])=[N:41][NH:42]3)=[C:6]([O:27][CH3:26])[CH:7]=2)[CH:39]=[C:37]([N:33]2[CH2:32][CH2:31][O:40][CH2:36][C@H:34]2[CH3:35])[N:13]=1, predict the reactants needed to synthesize it. The reactants are: F[C:2]1[CH:9]=[C:8]([C:10]2C=C(N3CCOC[C@H]3C)[N:13]=[C:12]([NH:23][CH3:24])[N:11]=2)[CH:7]=[C:6](F)[C:3]=1[C:4]#[N:5].[CH3:26][O-:27].[Na+].CO.[CH3:31][CH2:32][N:33]([CH:37]([CH3:39])C)[CH:34]([CH3:36])[CH3:35].[OH2:40].[NH2:41][NH2:42]. (2) Given the product [CH2:1]([N:3]1[CH2:4][CH2:5][N:6]([CH2:9][C:10]2[CH:15]=[CH:14][C:13]([NH:16][C:17]([N:19]3[C:27]4[C:22](=[CH:23][C:24]([O:28][C:29]5[CH:34]=[C:33]([NH2:35])[N:32]=[CH:31][N:30]=5)=[CH:25][CH:26]=4)[CH2:21][CH2:20]3)=[O:18])=[CH:12][CH:11]=2)[CH2:7][CH2:8]1)[CH3:2], predict the reactants needed to synthesize it. The reactants are: [CH2:1]([N:3]1[CH2:8][CH2:7][N:6]([CH2:9][C:10]2[CH:15]=[CH:14][C:13]([NH:16][C:17]([N:19]3[C:27]4[C:22](=[CH:23][C:24]([O:28][C:29]5[CH:34]=[C:33]([N:35]=[N+]=[N-])[N:32]=[CH:31][N:30]=5)=[CH:25][CH:26]=4)[CH2:21][CH2:20]3)=[O:18])=[CH:12][CH:11]=2)[CH2:5][CH2:4]1)[CH3:2].C(Cl)Cl.CO. (3) Given the product [CH:29]1([NH:28][C:26](=[O:27])[C:25]2[CH:32]=[CH:33][C:34]([CH3:35])=[C:23]([N:19]3[CH:20]=[CH:21][N:22]=[C:17]([N:13]4[CH2:14][CH2:15][CH2:16][CH:12]4[C:7]4[CH:8]=[CH:9][CH:10]=[CH:11][C:6]=4[O:5][CH2:4][CH2:3][CH2:2][NH:38][CH3:37])[C:18]3=[O:36])[CH:24]=2)[CH2:31][CH2:30]1, predict the reactants needed to synthesize it. The reactants are: Cl[CH2:2][CH2:3][CH2:4][O:5][C:6]1[CH:11]=[CH:10][CH:9]=[CH:8][C:7]=1[CH:12]1[CH2:16][CH2:15][CH2:14][N:13]1[C:17]1[C:18](=[O:36])[N:19]([C:23]2[CH:24]=[C:25]([CH:32]=[CH:33][C:34]=2[CH3:35])[C:26]([NH:28][CH:29]2[CH2:31][CH2:30]2)=[O:27])[CH:20]=[CH:21][N:22]=1.[CH3:37][NH2:38]. (4) The reactants are: CCN(C(C)C)C(C)C.CN(C=O)C.[NH2:15][C@H:16]([CH:27]1[CH2:30][CH2:29][CH2:28]1)[C@@H:17]([NH:19][C:20](=[O:26])[O:21][C:22]([CH3:25])([CH3:24])[CH3:23])[CH3:18].[Cl:31][C:32]1[N:39]=[C:38](Cl)[C:37]([F:41])=[CH:36][C:33]=1[C:34]#[N:35]. Given the product [Cl:31][C:32]1[N:39]=[C:38]([NH:15][C@H:16]([CH:27]2[CH2:28][CH2:29][CH2:30]2)[C@@H:17]([NH:19][C:20](=[O:26])[O:21][C:22]([CH3:23])([CH3:24])[CH3:25])[CH3:18])[C:37]([F:41])=[CH:36][C:33]=1[C:34]#[N:35], predict the reactants needed to synthesize it. (5) Given the product [C:11]([NH2:12])(=[O:26])[C:10]1[CH:2]=[CH:3][C:4]([C:5]([NH2:27])=[O:6])=[CH:8][CH:9]=1, predict the reactants needed to synthesize it. The reactants are: Cl[C:2]1[CH:3]=[C:4]([CH:8]=[CH:9][C:10]=1[C:11](=[O:26])[NH:12]C1C=CC(Cl)=C(C2C=CC=CN=2)C=1)[C:5](O)=[O:6].[NH2:27]CC1C=NC=CC=1. (6) Given the product [NH2:3][C:4]1[N:8]([CH3:9])[N:7]=[CH:6][C:5]=1[CH2:10][CH2:11][CH2:12][NH:13][CH:14]=[O:15], predict the reactants needed to synthesize it. The reactants are: Cl.Cl.[NH2:3][C:4]1[N:8]([CH3:9])[N:7]=[CH:6][C:5]=1[CH2:10][CH2:11][CH2:12][NH2:13].[CH3:14][O-:15].[Na+]. (7) The reactants are: [Br:1][C:2]1[N:7]=[C:6]([Cl:8])[C:5]([NH:9][CH3:10])=[C:4]([NH2:11])[CH:3]=1.[CH2:12](OC(OCC)OCC)C.C(OC(=O)C)(=O)C. Given the product [Br:1][C:2]1[N:7]=[C:6]([Cl:8])[C:5]2[N:9]([CH3:12])[CH:10]=[N:11][C:4]=2[CH:3]=1, predict the reactants needed to synthesize it.